From a dataset of TCR-epitope binding with 47,182 pairs between 192 epitopes and 23,139 TCRs. Binary Classification. Given a T-cell receptor sequence (or CDR3 region) and an epitope sequence, predict whether binding occurs between them. (1) The epitope is KLSYGIATV. The TCR CDR3 sequence is CASSQDGWLAGLYNEQFF. Result: 1 (the TCR binds to the epitope). (2) The epitope is NEGVKAAW. The TCR CDR3 sequence is CASSYGTGGEYEQYF. Result: 0 (the TCR does not bind to the epitope). (3) The epitope is QECVRGTTVL. The TCR CDR3 sequence is CASSSSRDISYEQYF. Result: 1 (the TCR binds to the epitope).